Dataset: Forward reaction prediction with 1.9M reactions from USPTO patents (1976-2016). Task: Predict the product of the given reaction. (1) Given the reactants [NH:1]1[C:9]2[C:4](=[CH:5][CH:6]=[C:7]([CH2:10][C:11]([OH:13])=O)[CH:8]=2)[CH:3]=[CH:2]1.[CH3:14][NH:15][CH2:16][C:17]#[C:18][C:19]1[CH:24]=[CH:23][C:22]([O:25][C:26]([F:29])([F:28])[F:27])=[CH:21][CH:20]=1.ON1C2C=CC=CC=2N=N1.C(N1CCOCC1)C.Cl.CN(C)CCCN=C=NCC, predict the reaction product. The product is: [NH:1]1[C:9]2[C:4](=[CH:5][CH:6]=[C:7]([CH2:10][C:11]([N:15]([CH3:14])[CH2:16][C:17]#[C:18][C:19]3[CH:20]=[CH:21][C:22]([O:25][C:26]([F:27])([F:28])[F:29])=[CH:23][CH:24]=3)=[O:13])[CH:8]=2)[CH:3]=[CH:2]1. (2) Given the reactants [CH3:1][C:2]1([CH3:21])[CH2:7][CH2:6][N:5]([C:8]2[CH:16]=[CH:15][C:14]([S:17]([CH3:20])(=[O:19])=[O:18])=[CH:13][C:9]=2[C:10](O)=[O:11])[CH2:4][CH2:3]1.[Cl:22][C:23]1[CH:24]=[C:25]([N:30]2[CH2:35][CH2:34][NH:33][CH2:32][CH2:31]2)[CH:26]=[CH:27][C:28]=1[Cl:29], predict the reaction product. The product is: [Cl:22][C:23]1[CH:24]=[C:25]([N:30]2[CH2:35][CH2:34][N:33]([C:10]([C:9]3[CH:13]=[C:14]([S:17]([CH3:20])(=[O:19])=[O:18])[CH:15]=[CH:16][C:8]=3[N:5]3[CH2:4][CH2:3][C:2]([CH3:21])([CH3:1])[CH2:7][CH2:6]3)=[O:11])[CH2:32][CH2:31]2)[CH:26]=[CH:27][C:28]=1[Cl:29]. (3) Given the reactants Cl[C:2]1[N:3]=[N:4][C:5]([C:8]2[CH:13]=[CH:12][CH:11]=[CH:10][CH:9]=2)=[CH:6][CH:7]=1.[C:14]1([CH:20]2[CH2:25][NH:24][CH2:23][CH2:22][NH:21]2)[CH:19]=[CH:18][CH:17]=[CH:16][CH:15]=1, predict the reaction product. The product is: [C:8]1([C:5]2[N:4]=[N:3][C:2]([N:24]3[CH2:23][CH2:22][NH:21][CH:20]([C:14]4[CH:19]=[CH:18][CH:17]=[CH:16][CH:15]=4)[CH2:25]3)=[CH:7][CH:6]=2)[CH:13]=[CH:12][CH:11]=[CH:10][CH:9]=1. (4) Given the reactants [CH2:1]([C:3]1[CH:8]=[CH:7][C:6]([OH:9])=[CH:5][CH:4]=1)[CH3:2].[NH2:10][C:11](N)=[O:12], predict the reaction product. The product is: [C:11](=[O:12])([O:9][C:6]1[CH:7]=[CH:8][C:3]([CH2:1][CH3:2])=[CH:4][CH:5]=1)[NH2:10]. (5) Given the reactants Br[C:2]1[C:10]2[O:9][C:8]([C:11]3[CH:16]=[CH:15][C:14]([OH:17])=[C:13]([F:18])[CH:12]=3)=[N:7][C:6]=2[CH:5]=[C:4]([OH:19])[CH:3]=1.[CH2:20]([Sn](CCCC)(CCCC)C=C)[CH2:21]CC.C(OCCOCC)C, predict the reaction product. The product is: [F:18][C:13]1[CH:12]=[C:11]([C:8]2[O:9][C:10]3[C:2]([CH:20]=[CH2:21])=[CH:3][C:4]([OH:19])=[CH:5][C:6]=3[N:7]=2)[CH:16]=[CH:15][C:14]=1[OH:17]. (6) Given the reactants [CH2:1]([O:8][C:9]1[C:14](=[O:15])[NH:13][C:12]([CH:16]([O:21][CH2:22][CH2:23]O)[CH2:17][CH2:18][S:19][CH3:20])=[N:11][C:10]=1[C:25]([O:27][CH2:28][CH3:29])=[O:26])[C:2]1[CH:7]=[CH:6][CH:5]=[CH:4][CH:3]=1.CCN(CC)CC.CS(Cl)(=O)=O, predict the reaction product. The product is: [CH2:1]([O:8][C:9]1[C:14](=[O:15])[N:13]2[C:12]([CH:16]([CH2:17][CH2:18][S:19][CH3:20])[O:21][CH2:22][CH2:23]2)=[N:11][C:10]=1[C:25]([O:27][CH2:28][CH3:29])=[O:26])[C:2]1[CH:7]=[CH:6][CH:5]=[CH:4][CH:3]=1.